From a dataset of Forward reaction prediction with 1.9M reactions from USPTO patents (1976-2016). Predict the product of the given reaction. (1) Given the reactants [O:1]1[C:5]2[CH:6]=[CH:7][CH:8]=[CH:9][C:4]=2[CH:3]=[C:2]1[C:10]([NH:12][CH2:13][C:14]1[C:15]([CH3:29])=[CH:16][C:17]([NH:21]C(=O)OC(C)(C)C)=[N:18][C:19]=1[CH3:20])=[O:11].Cl, predict the reaction product. The product is: [NH2:21][C:17]1[N:18]=[C:19]([CH3:20])[C:14]([CH2:13][NH:12][C:10]([C:2]2[O:1][C:5]3[CH:6]=[CH:7][CH:8]=[CH:9][C:4]=3[CH:3]=2)=[O:11])=[C:15]([CH3:29])[CH:16]=1. (2) Given the reactants Br[C:2]1[CH:7]=[N:6][C:5]([O:8][CH:9]([CH3:11])[CH3:10])=[CH:4][N:3]=1.[OH:12][C:13]1[CH:18]=[CH:17][C:16]([CH2:19][CH2:20][CH:21]([NH:23][C:24](=[O:26])[CH3:25])[CH3:22])=[CH:15][CH:14]=1.C(=O)([O-])[O-].[Cs+].[Cs+].Cl.CN(C)CC(O)=O, predict the reaction product. The product is: [CH:9]([O:8][C:5]1[N:6]=[CH:7][C:2]([O:12][C:13]2[CH:14]=[CH:15][C:16]([CH2:19][CH2:20][CH:21]([NH:23][C:24](=[O:26])[CH3:25])[CH3:22])=[CH:17][CH:18]=2)=[N:3][CH:4]=1)([CH3:11])[CH3:10]. (3) Given the reactants [C:1]([C:4]1[CH:9]=[CH:8][N:7]=[C:6]([C:10]#[N:11])[CH:5]=1)(=[O:3])[CH3:2].[C:12]([O:16][C:17]([N:19]1[CH2:24][CH2:23][CH:22]([CH2:25][CH:26]=[O:27])[CH2:21][CH2:20]1)=[O:18])([CH3:15])([CH3:14])[CH3:13], predict the reaction product. The product is: [C:12]([O:16][C:17]([N:19]1[CH2:24][CH2:23][CH:22]([CH2:25][CH:26]([OH:27])[CH2:2][C:1]([C:4]2[CH:9]=[CH:8][N:7]=[C:6]([C:10]#[N:11])[CH:5]=2)=[O:3])[CH2:21][CH2:20]1)=[O:18])([CH3:15])([CH3:14])[CH3:13].